Dataset: Forward reaction prediction with 1.9M reactions from USPTO patents (1976-2016). Task: Predict the product of the given reaction. Given the reactants Br[CH2:2][CH2:3][CH2:4][CH2:5][O:6][C:7]1[CH:8]=[CH:9][C:10]2[C:14]([C:15]3[CH:20]=[CH:19][C:18]([Br:21])=[CH:17][CH:16]=3)=[CH:13][S:12][C:11]=2[CH:22]=1.[CH3:23][NH:24][CH3:25], predict the reaction product. The product is: [Br:21][C:18]1[CH:19]=[CH:20][C:15]([C:14]2[C:10]3[CH:9]=[CH:8][C:7]([O:6][CH2:5][CH2:4][CH2:3][CH2:2][N:24]([CH3:25])[CH3:23])=[CH:22][C:11]=3[S:12][CH:13]=2)=[CH:16][CH:17]=1.